This data is from Full USPTO retrosynthesis dataset with 1.9M reactions from patents (1976-2016). The task is: Predict the reactants needed to synthesize the given product. (1) Given the product [CH2:18]([S:19]([N:51]1[CH2:52][CH2:53][N:48]([C:45]2[N:44]=[CH:43][C:42]([C:39]3[CH:40]=[C:41]4[C:33]([C:31]5[CH:30]=[N:29][N:28]([CH2:27][C:26]6[CH:64]=[CH:65][CH:66]=[C:24]([F:23])[CH:25]=6)[CH:32]=5)=[CH:34][N:35]([S:54]([C:57]5[CH:63]=[CH:62][C:60]([CH3:61])=[CH:59][CH:58]=5)(=[O:56])=[O:55])[C:36]4=[N:37][CH:38]=3)=[CH:47][CH:46]=2)[CH2:49][CH2:50]1)(=[O:21])=[O:20])[CH3:4], predict the reactants needed to synthesize it. The reactants are: COC1C=CC(B2OC(C)(C)C(C)(C)O2)=C[C:4]=1[CH2:18][S:19](N)(=[O:21])=[O:20].[F:23][C:24]1[CH:25]=[C:26]([CH:64]=[CH:65][CH:66]=1)[CH2:27][N:28]1[CH:32]=[C:31]([C:33]2[C:41]3[C:36](=[N:37][CH:38]=[C:39]([C:42]4[CH:43]=[N:44][C:45]([N:48]5[CH2:53][CH2:52][NH:51][CH2:50][CH2:49]5)=[CH:46][CH:47]=4)[CH:40]=3)[N:35]([S:54]([C:57]3[CH:63]=[CH:62][C:60]([CH3:61])=[CH:59][CH:58]=3)(=[O:56])=[O:55])[CH:34]=2)[CH:30]=[N:29]1.FC1C=C(C=CC=1)CN1C=C(C2C3C(=NC=C(C4C=NC(N5CCN(C)CC5)=CC=4)C=3)NC=2)C=N1.C(S(Cl)(=O)=O)C.C(N(CC)CC)C. (2) Given the product [CH2:1]([O:3][C:4](=[O:20])[NH:5][C:6]([C:8]1[C:9](=[O:19])[O:10][C:11]2[C:16]([CH:17]=1)=[CH:15][C:14]([C:22]1[O:21][CH:25]=[CH:24][CH:23]=1)=[CH:13][CH:12]=2)=[O:7])[CH3:2], predict the reactants needed to synthesize it. The reactants are: [CH2:1]([O:3][C:4](=[O:20])[NH:5][C:6]([C:8]1[C:9](=[O:19])[O:10][C:11]2[C:16]([CH:17]=1)=[CH:15][C:14](Br)=[CH:13][CH:12]=2)=[O:7])[CH3:2].[O:21]1[CH:25]=[CH:24][CH:23]=[C:22]1B(O)O. (3) Given the product [CH3:2][C:3]([CH3:35])([CH2:33][CH3:34])[CH2:4][C:5]1[N:6]=[C:7]([C:16]([OH:32])([CH3:31])[CH2:17][C:18]2[CH:23]=[CH:22][C:21]([C:24]3[CH:29]=[CH:28][CH:27]=[C:26]([CH3:30])[N:25]=3)=[CH:20][CH:19]=2)[NH:8][CH:9]=1, predict the reactants needed to synthesize it. The reactants are: Cl.[CH3:2][C:3]([CH3:35])([CH2:33][CH3:34])[CH2:4][C:5]1[N:6]=[C:7]([C:16]([OH:32])([CH3:31])[CH2:17][C:18]2[CH:23]=[CH:22][C:21]([C:24]3[CH:29]=[CH:28][CH:27]=[C:26]([CH3:30])[N:25]=3)=[CH:20][CH:19]=2)[N:8](S(N(C)C)(=O)=O)[CH:9]=1. (4) Given the product [CH2:7]([C:11]1[CH:18]=[CH:17][CH:16]=[CH:15][C:12]=1[CH2:13][NH2:14])[CH2:8][CH:9]=[CH2:10], predict the reactants needed to synthesize it. The reactants are: [H-].[H-].[H-].[H-].[Li+].[Al+3].[CH2:7]([C:11]1[CH:18]=[CH:17][CH:16]=[CH:15][C:12]=1[C:13]#[N:14])[CH2:8][CH:9]=[CH2:10]. (5) Given the product [ClH:1].[CH2:2]([N:4]1[CH2:9][CH2:8][CH:7]([CH2:10][CH2:11][O:12][C:13]2[N:18]=[CH:17][C:16]([C:19]3[N:27]=[C:26]([C:28]#[N:29])[N:25]=[C:24]4[C:20]=3[N:21]=[CH:22][N:23]4[CH3:30])=[CH:15][C:14]=2[C:31]([F:33])([F:32])[F:34])[CH2:6][CH2:5]1)[CH3:3], predict the reactants needed to synthesize it. The reactants are: [ClH:1].[CH2:2]([N:4]1[CH2:9][CH2:8][CH:7]([CH2:10][CH2:11][O:12][C:13]2[N:18]=[CH:17][C:16]([C:19]3[N:27]=[C:26]([C:28]#[N:29])[N:25]=[C:24]4[C:20]=3[N:21]=[CH:22][N:23]4[CH3:30])=[CH:15][C:14]=2[C:31]([F:34])([F:33])[F:32])[CH2:6][CH2:5]1)[CH3:3]. (6) The reactants are: CO[C:3]([C:5]1[N:6]([CH3:26])[N:7]=[C:8]([O:10][CH2:11][C:12]2[C:13]([C:19]3[CH:24]=[CH:23][C:22]([F:25])=[CH:21][CH:20]=3)=[N:14][O:15][C:16]=2[CH2:17][OH:18])[CH:9]=1)=[O:4].COC(C1NN=C(OC[C:38]2[C:39]([C:44]3[CH:49]=CC=CC=3)=[N:40][O:41][C:42]=2C)C=1)=O.NC1CCOCC1. Given the product [O:41]1[CH2:49][CH2:44][CH:39]([NH:40][C:3]([C:5]2[N:6]([CH3:26])[N:7]=[C:8]([O:10][CH2:11][C:12]3[C:13]([C:19]4[CH:20]=[CH:21][C:22]([F:25])=[CH:23][CH:24]=4)=[N:14][O:15][C:16]=3[CH2:17][OH:18])[CH:9]=2)=[O:4])[CH2:38][CH2:42]1, predict the reactants needed to synthesize it.